This data is from Full USPTO retrosynthesis dataset with 1.9M reactions from patents (1976-2016). The task is: Predict the reactants needed to synthesize the given product. (1) Given the product [F:19][C:10]1[CH:11]=[C:12]([NH:15][C:16](=[O:18])[CH3:17])[CH:13]=[CH:14][C:9]=1[O:8][C:6]1[CH:5]=[CH:4][N:3]=[C:2]([NH:20][C:21]2[CH:26]=[CH:25][CH:24]=[CH:23][CH:22]=2)[CH:7]=1, predict the reactants needed to synthesize it. The reactants are: Cl[C:2]1[CH:7]=[C:6]([O:8][C:9]2[CH:14]=[CH:13][C:12]([NH:15][C:16](=[O:18])[CH3:17])=[CH:11][C:10]=2[F:19])[CH:5]=[CH:4][N:3]=1.[NH2:20][C:21]1[CH:26]=[CH:25][CH:24]=[CH:23][CH:22]=1. (2) Given the product [CH:1]([O:14][C:15]1[CH:20]=[CH:19][CH:18]=[C:17]2[C:16]=1[NH:21][CH:25]=[CH:24]2)([C:8]1[CH:13]=[CH:12][CH:11]=[CH:10][CH:9]=1)[C:2]1[CH:7]=[CH:6][CH:5]=[CH:4][CH:3]=1, predict the reactants needed to synthesize it. The reactants are: [CH:1]([O:14][C:15]1[CH:20]=[CH:19][CH:18]=[CH:17][C:16]=1[N+:21]([O-])=O)([C:8]1[CH:13]=[CH:12][CH:11]=[CH:10][CH:9]=1)[C:2]1[CH:7]=[CH:6][CH:5]=[CH:4][CH:3]=1.[CH:24]([Mg]Br)=[CH2:25].[Cl-].[NH4+]. (3) Given the product [CH3:15][O:14][P:13]([CH2:2][C:3]1[CH:12]=[CH:11][C:6]([C:7]([O:9][CH3:10])=[O:8])=[CH:5][CH:4]=1)([O:16][CH3:17])=[O:18], predict the reactants needed to synthesize it. The reactants are: Br[CH2:2][C:3]1[CH:12]=[CH:11][C:6]([C:7]([O:9][CH3:10])=[O:8])=[CH:5][CH:4]=1.[P:13]([O:18]C)([O:16][CH3:17])[O:14][CH3:15]. (4) Given the product [CH2:28]([NH:32][C:12]1[CH:11]=[C:10]([F:18])[CH:9]=[C:8]([O:7][CH2:6][CH2:5][CH2:4][N:3]([CH2:19][CH3:20])[CH2:1][CH3:2])[C:13]=1[N+:14]([O-:16])=[O:15])[CH2:29][CH2:30][CH3:31], predict the reactants needed to synthesize it. The reactants are: [CH2:1]([N:3]([CH2:19][CH3:20])[CH2:4][CH2:5][CH2:6][O:7][C:8]1[C:13]([N+:14]([O-:16])=[O:15])=[C:12](F)[CH:11]=[C:10]([F:18])[CH:9]=1)[CH3:2].C(N(CC)CC)C.[CH2:28]([NH2:32])[CH2:29][CH2:30][CH3:31]. (5) Given the product [CH3:23][O:1][CH2:2][CH2:3][CH:4]([CH3:20])[CH2:5][C@@H:6]1[CH2:10][N:9]([C@H:11]([C:13]2[CH:14]=[CH:15][CH:16]=[CH:17][CH:18]=2)[CH3:12])[C:8](=[O:19])[CH2:7]1, predict the reactants needed to synthesize it. The reactants are: [OH:1][CH2:2][CH2:3][CH:4]([CH3:20])[CH2:5][C@@H:6]1[CH2:10][N:9]([C@H:11]([C:13]2[CH:18]=[CH:17][CH:16]=[CH:15][CH:14]=2)[CH3:12])[C:8](=[O:19])[CH2:7]1.[H-].[Na+].[CH3:23]I. (6) The reactants are: [CH2:1]([O:3][C:4]1[CH:5]=[C:6]([C:16](=O)[CH3:17])[CH:7]=[N:8][C:9]=1[O:10][CH2:11][C:12]([F:15])([F:14])[F:13])[CH3:2].[CH3:19][C:20]([S@:23]([NH2:25])=[O:24])([CH3:22])[CH3:21]. Given the product [CH2:1]([O:3][C:4]1[CH:5]=[C:6]([CH:16]([NH:25][S@@:23]([C:20]([CH3:22])([CH3:21])[CH3:19])=[O:24])[CH3:17])[CH:7]=[N:8][C:9]=1[O:10][CH2:11][C:12]([F:15])([F:14])[F:13])[CH3:2], predict the reactants needed to synthesize it.